This data is from Reaction yield outcomes from USPTO patents with 853,638 reactions. The task is: Predict the reaction yield, written as a fraction of the theoretical maximum amount of product (1.0 means a 100% yield; for example, 0.34 means a 34% yield). (1) The reactants are Br[CH2:2][C:3]1[CH:10]=[CH:9][C:6]([CH:7]=[O:8])=[CH:5][C:4]=1[Cl:11].[C:12]1(=[O:22])[NH:16][C:15](=[O:17])[C:14]2=[CH:18][CH:19]=[CH:20][CH:21]=[C:13]12.[K]. The catalyst is CN(C=O)C.O. The product is [Cl:11][C:4]1[CH:5]=[C:6]([CH:9]=[CH:10][C:3]=1[CH2:2][N:16]1[C:12](=[O:22])[C:13]2[C:14](=[CH:18][CH:19]=[CH:20][CH:21]=2)[C:15]1=[O:17])[CH:7]=[O:8]. The yield is 0.600. (2) The reactants are [C:1]([O:5][C:6](=[O:21])[N:7]([CH:18]([CH3:20])[CH3:19])[CH2:8][C:9]1[CH:14]=[CH:13][CH:12]=[CH:11][C:10]=1[N+:15]([O-])=O)([CH3:4])([CH3:3])[CH3:2].C(O)(=O)C. The catalyst is C(OCC)(=O)C.[Pd]. The product is [C:1]([O:5][C:6](=[O:21])[N:7]([CH2:8][C:9]1[CH:14]=[CH:13][CH:12]=[CH:11][C:10]=1[NH2:15])[CH:18]([CH3:20])[CH3:19])([CH3:3])([CH3:4])[CH3:2]. The yield is 0.870.